This data is from Full USPTO retrosynthesis dataset with 1.9M reactions from patents (1976-2016). The task is: Predict the reactants needed to synthesize the given product. (1) Given the product [C:1]([O:4][C:5]1([C@:9]2([C:29]([OH:31])=[O:30])[CH2:10][CH2:11][C@@H:12]([N:14]([C:23](=[O:28])[C:24]([F:27])([F:25])[F:26])[C@@H:15]3[C@H:20]([O:21][CH3:22])[CH2:19][O:18][CH2:17][CH2:16]3)[CH2:13]2)[CH2:6][CH2:7][CH2:8]1)(=[O:3])[CH3:2], predict the reactants needed to synthesize it. The reactants are: [C:1]([O:4][C:5]1([C@@:9]2([C:29]([O:31]CC3C=CC=CC=3)=[O:30])[CH2:13][C@H:12]([N:14]([C:23](=[O:28])[C:24]([F:27])([F:26])[F:25])[C@@H:15]3[C@H:20]([O:21][CH3:22])[CH2:19][O:18][CH2:17][CH2:16]3)[CH:11]=[CH:10]2)[CH2:8][CH2:7][CH2:6]1)(=[O:3])[CH3:2].[H][H]. (2) Given the product [CH3:20][C:19]1[O:21][C:5]([C:6]2[CH:11]=[CH:10][C:9]([Br:12])=[CH:8][N:7]=2)=[N:4][N:3]=1, predict the reactants needed to synthesize it. The reactants are: N1[C:5]([C:6]2[CH:11]=[CH:10][C:9]([Br:12])=[CH:8][N:7]=2)=[N:4][N:3]=N1.N1C=CC=CC=1.[C:19](OCC)(=[O:21])[CH3:20]. (3) Given the product [Cl:1][C:2]1[CH:3]=[C:4]([CH2:9][C:10]([N:12]2[CH:21]3[CH:16]([CH2:17][CH2:18][CH2:19][CH:20]3[N:22]3[CH2:26][CH2:25][CH2:24][CH2:23]3)[N:15]([C:27](=[O:33])[CH2:28][CH2:29][C:30]([OH:32])=[O:31])[CH2:14][CH2:13]2)=[O:11])[CH:5]=[CH:6][C:7]=1[Cl:8], predict the reactants needed to synthesize it. The reactants are: [Cl:1][C:2]1[CH:3]=[C:4]([CH2:9][C:10]([N:12]2[CH:21]3[CH:16]([CH2:17][CH2:18][CH2:19][CH:20]3[N:22]3[CH2:26][CH2:25][CH2:24][CH2:23]3)[NH:15][CH2:14][CH2:13]2)=[O:11])[CH:5]=[CH:6][C:7]=1[Cl:8].[C:27]1(=[O:33])[O:32][C:30](=[O:31])[CH2:29][CH2:28]1. (4) The reactants are: Br[CH2:2][CH2:3][CH2:4][CH2:5][CH2:6][CH2:7][CH2:8][CH2:9][CH2:10][CH2:11][CH2:12][CH2:13][CH2:14][CH2:15][C:16]([OH:18])=[O:17].C1OCCOCCOCCOCCOCCOC1.[CH:37]([Mg]Br)([CH2:39][CH3:40])[CH3:38].O1CCCC1.S(=O)(=O)(O)O. Given the product [CH3:38][CH:37]([CH2:39][CH3:40])[CH2:2][CH2:3][CH2:4][CH2:5][CH2:6][CH2:7][CH2:8][CH2:9][CH2:10][CH2:11][CH2:12][CH2:13][CH2:14][CH2:15][C:16]([OH:18])=[O:17], predict the reactants needed to synthesize it. (5) Given the product [CH2:16]([O:1][C:2]1[C:7]([CH3:8])=[C:6]([CH3:9])[CH:5]=[C:4]([CH3:10])[C:3]=1[C:11](=[O:13])[CH3:12])[C:17]1[CH:22]=[CH:21][CH:20]=[CH:19][CH:18]=1, predict the reactants needed to synthesize it. The reactants are: [OH:1][C:2]1[C:7]([CH3:8])=[C:6]([CH3:9])[CH:5]=[C:4]([CH3:10])[C:3]=1[C:11](=[O:13])[CH3:12].[H-].[Na+].[CH2:16](Br)[C:17]1[CH:22]=[CH:21][CH:20]=[CH:19][CH:18]=1. (6) Given the product [C:1]([C:5]1([SiH2:11][C:12]([O:27][C:28]([C:47]2[CH:48]=[N:49][C:50]([CH:69]=[CH2:70])=[CH:51][CH:52]=2)([SiH2:40][C:41]2[CH:46]=[CH:45][CH:44]=[CH:43][CH:42]=2)[SiH2:29][C:30]2([C:36]([CH3:39])([CH3:38])[CH3:37])[CH:35]=[CH:34][CH:33]=[CH:32][CH2:31]2)([C:20]2[CH:21]=[N:22][C:23]([CH:54]=[CH2:55])=[CH:24][CH:25]=2)[SiH2:13][C:14]2[CH:19]=[CH:18][CH:17]=[CH:16][CH:15]=2)[CH:10]=[CH:9][CH:8]=[CH:7][CH2:6]1)([CH3:4])([CH3:3])[CH3:2], predict the reactants needed to synthesize it. The reactants are: [C:1]([C:5]1([SiH2:11][C:12]([O:27][C:28]([C:47]2[CH:48]=[N:49][C:50](Cl)=[CH:51][CH:52]=2)([SiH2:40][C:41]2[CH:46]=[CH:45][CH:44]=[CH:43][CH:42]=2)[SiH2:29][C:30]2([C:36]([CH3:39])([CH3:38])[CH3:37])[CH:35]=[CH:34][CH:33]=[CH:32][CH2:31]2)([C:20]2[CH:21]=[N:22][C:23](Cl)=[CH:24][CH:25]=2)[SiH2:13][C:14]2[CH:19]=[CH:18][CH:17]=[CH:16][CH:15]=2)[CH:10]=[CH:9][CH:8]=[CH:7][CH2:6]1)([CH3:4])([CH3:3])[CH3:2].[CH2:54](C([Sn])=C(CCCC)CCCC)[CH2:55]CC.[C:69]1(C)C=CC=C[CH:70]=1.